This data is from Drug-target binding data from BindingDB using Ki measurements. The task is: Regression. Given a target protein amino acid sequence and a drug SMILES string, predict the binding affinity score between them. We predict pKi (pKi = -log10(Ki in M); higher means stronger inhibition). Dataset: bindingdb_ki. The compound is CN1CCc2c3c(n(-c4cc(F)c(C(N)=O)c(N[C@H]5CCOC5)c4)c2C1)CC(C)(C)CC3=O. The target protein (Q12931) has sequence MARELRALLLWGRRLRPLLRAPALAAVPGGKPILCPRRTTAQLGPRRNPAWSLQAGRLFSTQTAEDKEEPLHSIISSTESVQGSTSKHEFQAETKKLLDIVARSLYSEKEVFIRELISNASDALEKLRHKLVSDGQALPEMEIHLQTNAEKGTITIQDTGIGMTQEELVSNLGTIARSGSKAFLDALQNQAEASSKIIGQFGVGFYSAFMVADRVEVYSRSAAPGSLGYQWLSDGSGVFEIAEASGVRTGTKIIIHLKSDCKEFSSEARVRDVVTKYSNFVSFPLYLNGRRMNTLQAIWMMDPKDVREWQHEEFYRYVAQAHDKPRYTLHYKTDAPLNIRSIFYVPDMKPSMFDVSRELGSSVALYSRKVLIQTKATDILPKWLRFIRGVVDSEDIPLNLSRELLQESALIRKLRDVLQQRLIKFFIDQSKKDAEKYAKFFEDYGLFMREGIVTATEQEVKEDIAKLLRYESSALPSGQLTSLSEYASRMRAGTRNIYYL.... The pKi is 5.1.